This data is from Full USPTO retrosynthesis dataset with 1.9M reactions from patents (1976-2016). The task is: Predict the reactants needed to synthesize the given product. (1) Given the product [BrH:2].[NH2:5][CH2:6][CH2:7][C:8]1[CH:9]=[CH:10][C:11]([OH:18])=[C:12]([S:14]([NH2:17])(=[O:16])=[O:15])[CH:13]=1, predict the reactants needed to synthesize it. The reactants are: B(Br)(Br)[Br:2].[NH2:5][CH2:6][CH2:7][C:8]1[CH:9]=[CH:10][C:11]([O:18]C)=[C:12]([S:14]([NH2:17])(=[O:16])=[O:15])[CH:13]=1.CO. (2) The reactants are: [Cl:1][C:2]1[CH:22]=[C:21]([OH:23])[CH:20]=[CH:19][C:3]=1[CH2:4][CH:5]1[CH2:9][CH2:8][N:7]([CH:10]2[CH2:15][CH2:14][C:13]([OH:17])([CH3:16])[CH2:12][CH2:11]2)[C:6]1=[O:18].[F:24][C:25]([F:31])([F:30])[S:26](O)(=[O:28])=[O:27]. Given the product [F:24][C:25]([F:31])([F:30])[S:26]([O:23][C:21]1[CH:20]=[CH:19][C:3]([CH2:4][CH:5]2[CH2:9][CH2:8][N:7]([CH:10]3[CH2:11][CH2:12][C:13]([OH:17])([CH3:16])[CH2:14][CH2:15]3)[C:6]2=[O:18])=[C:2]([Cl:1])[CH:22]=1)(=[O:28])=[O:27], predict the reactants needed to synthesize it. (3) Given the product [CH3:28][O:27][C:24]1[CH:25]=[CH:26][C:21]([CH2:20][N:13]2[C:12](=[O:29])[C:11]3[C:15](=[CH:16][CH:17]=[CH:18][C:10]=3[O:9][CH2:2][CH2:3][O:4][CH2:5][CH2:6][O:7][CH3:8])[C:14]2=[O:19])=[CH:22][CH:23]=1, predict the reactants needed to synthesize it. The reactants are: Br[CH2:2][CH2:3][O:4][CH2:5][CH2:6][O:7][CH3:8].[OH:9][C:10]1[CH:18]=[CH:17][CH:16]=[C:15]2[C:11]=1[C:12](=[O:29])[N:13]([CH2:20][C:21]1[CH:26]=[CH:25][C:24]([O:27][CH3:28])=[CH:23][CH:22]=1)[C:14]2=[O:19].C(=O)([O-])[O-].[K+].[K+].[I-].[K+]. (4) Given the product [C:39]1([CH:35]([C:29]2[CH:30]=[CH:31][CH:32]=[CH:33][CH:34]=2)[C:36]([NH:1][C@H:2]([C:23]2[CH:24]=[CH:25][CH:26]=[CH:27][CH:28]=2)[CH2:3][CH2:4][N:5]2[CH2:10][CH2:9][CH:8]([C:11]3[CH:12]=[C:13]([NH:17][C:18](=[O:22])[CH:19]([CH3:21])[CH3:20])[CH:14]=[CH:15][CH:16]=3)[CH2:7][CH2:6]2)=[O:37])[CH:40]=[CH:41][CH:42]=[CH:43][CH:44]=1, predict the reactants needed to synthesize it. The reactants are: [NH2:1][C@H:2]([C:23]1[CH:28]=[CH:27][CH:26]=[CH:25][CH:24]=1)[CH2:3][CH2:4][N:5]1[CH2:10][CH2:9][CH:8]([C:11]2[CH:12]=[C:13]([NH:17][C:18](=[O:22])[CH:19]([CH3:21])[CH3:20])[CH:14]=[CH:15][CH:16]=2)[CH2:7][CH2:6]1.[C:29]1([CH:35]([C:39]2[CH:44]=[CH:43][CH:42]=[CH:41][CH:40]=2)[C:36](Cl)=[O:37])[CH:34]=[CH:33][CH:32]=[CH:31][CH:30]=1. (5) Given the product [CH3:18][C:6]1[C:5]2[C:10](=[CH:11][C:2]([B:19]3[O:23][C:22]([CH3:25])([CH3:24])[C:21]([CH3:27])([CH3:26])[O:20]3)=[CH:3][CH:4]=2)[N:9]=[C:8]([C:12]2[CH:17]=[CH:16][CH:15]=[CH:14][CH:13]=2)[CH:7]=1, predict the reactants needed to synthesize it. The reactants are: Cl[C:2]1[CH:11]=[C:10]2[C:5]([C:6]([CH3:18])=[CH:7][C:8]([C:12]3[CH:17]=[CH:16][CH:15]=[CH:14][CH:13]=3)=[N:9]2)=[CH:4][CH:3]=1.[B:19]1([B:19]2[O:23][C:22]([CH3:25])([CH3:24])[C:21]([CH3:27])([CH3:26])[O:20]2)[O:23][C:22]([CH3:25])([CH3:24])[C:21]([CH3:27])([CH3:26])[O:20]1.CC([O-])=O.[K+].[Cl-].C(C1C=CC=C(CCC)C=1[N+]1C=CN(C2C(CCC)=CC=CC=2CCC)C=1)CC. (6) Given the product [CH3:18][O:13][C:12](=[O:14])[C:11]1[CH:15]=[C:7]([NH2:6])[CH:8]=[CH:9][C:10]=1[F:16], predict the reactants needed to synthesize it. The reactants are: C(Cl)Cl.CO.[NH2:6][C:7]1[CH:8]=[CH:9][C:10]([F:16])=[C:11]([CH:15]=1)[C:12]([OH:14])=[O:13].[Si](C=[N+]=[N-])(C)(C)[CH3:18].CCCCCC. (7) Given the product [I-:14].[CH:5]1[C:6]2[C:11](=[CH:10][CH:9]=[CH:8][CH:7]=2)[CH:12]=[CH:13][C:4]=1[C:1](=[O:3])[CH2:2][N+:16]1[CH:21]=[CH:20][CH:19]=[CH:18][CH:17]=1, predict the reactants needed to synthesize it. The reactants are: [C:1]([C:4]1[CH:13]=[CH:12][C:11]2[C:6](=[CH:7][CH:8]=[CH:9][CH:10]=2)[CH:5]=1)(=[O:3])[CH3:2].[I:14]I.[N:16]1[CH:21]=[CH:20][CH:19]=[CH:18][CH:17]=1.